Dataset: Reaction yield outcomes from USPTO patents with 853,638 reactions. Task: Predict the reaction yield, written as a fraction of the theoretical maximum amount of product (1.0 means a 100% yield; for example, 0.34 means a 34% yield). (1) The reactants are [Sn].[CH3:2][C:3]1[C:11]2[C:10](=[O:12])[CH2:9][C:8]([CH3:14])([CH3:13])[CH2:7][C:6]=2[N:5]([C:15]2[CH:23]=[CH:22][C:18]([C:19]([NH2:21])=[O:20])=[C:17]([NH:24][CH2:25][CH2:26][CH2:27][O:28][CH2:29][CH2:30][O:31][CH2:32][CH2:33][O:34][CH2:35][CH2:36][O:37][CH2:38][CH2:39][O:40][CH2:41][CH2:42][CH2:43][NH:44][CH2:45][C:46]3[CH:51]=[CH:50][CH:49]=[C:48]([Sn:52]([CH3:55])([CH3:54])[CH3:53])[CH:47]=3)[CH:16]=2)[N:4]=1.[CH:56]1[C:61]([N:62]=[C:63]=[S:64])=[CH:60][C:59]2[C:65]([O:67][C:68]3([C:78]4[CH:79]=[CH:80][C:81]([OH:83])=[CH:82][C:77]=4[O:76][C:70]4[CH:71]=[C:72]([OH:75])[CH:73]=[CH:74][C:69]3=4)[C:58]=2[CH:57]=1)=[O:66].CCN(C(C)C)C(C)C. The catalyst is CS(C)=O. The product is [OH:75][C:72]1[CH:73]=[CH:74][C:69]2[C:68]3([C:58]4[C:59](=[CH:60][C:61]([NH:62][C:63](=[S:64])[N:44]([CH2:45][C:46]5[CH:51]=[CH:50][CH:49]=[C:48]([Sn:52]([CH3:55])([CH3:54])[CH3:53])[CH:47]=5)[CH2:43][CH2:42][CH2:41][O:40][CH2:39][CH2:38][O:37][CH2:36][CH2:35][O:34][CH2:33][CH2:32][O:31][CH2:30][CH2:29][O:28][CH2:27][CH2:26][CH2:25][NH:24][C:17]5[CH:16]=[C:15]([N:5]6[C:6]7[CH2:7][C:8]([CH3:14])([CH3:13])[CH2:9][C:10](=[O:12])[C:11]=7[C:3]([CH3:2])=[N:4]6)[CH:23]=[CH:22][C:18]=5[C:19]([NH2:21])=[O:20])=[CH:56][CH:57]=4)[C:65](=[O:66])[O:67]3)[C:78]3[C:77]([O:76][C:70]=2[CH:71]=1)=[CH:82][C:81]([OH:83])=[CH:80][CH:79]=3. The yield is 0.400. (2) The reactants are C[O:2][C:3]1[CH:8]=[CH:7][C:6]([P:9](=[O:24])([C:16]2[CH:21]=[CH:20][C:19]([O:22]C)=[CH:18][CH:17]=2)[C:10]2[CH:15]=[CH:14][CH:13]=[CH:12][CH:11]=2)=[CH:5][CH:4]=1.Br.[Br-].[K+].S([O-])([O-])=O.[Na+].[Na+].CBr. No catalyst specified. The product is [OH:2][C:3]1[CH:8]=[CH:7][C:6]([P:9](=[O:24])([C:16]2[CH:17]=[CH:18][C:19]([OH:22])=[CH:20][CH:21]=2)[C:10]2[CH:15]=[CH:14][CH:13]=[CH:12][CH:11]=2)=[CH:5][CH:4]=1. The yield is 0.740. (3) The reactants are Cl[S:2]([C:5]1[CH:10]=[CH:9][C:8]([CH2:11][C:12]([OH:14])=[O:13])=[CH:7][CH:6]=1)(=[O:4])=[O:3].[F-:15].[K+].O. The catalyst is CC#N.C1OCCOCCOCCOCCOCCOC1. The product is [F:15][S:2]([C:5]1[CH:10]=[CH:9][C:8]([CH2:11][C:12]([OH:14])=[O:13])=[CH:7][CH:6]=1)(=[O:4])=[O:3]. The yield is 0.970. (4) The reactants are [CH3:1][C@@:2]12[C@H:10]3[O:11][C@@:9]3([CH:12]([OH:17])C(=C)CO)[CH2:8][C@@H:7]1[CH:6]=[CH:5][CH2:4][C@H:3]2[CH3:18].N1C(C)=CC=[CH:21][C:20]=1C.[Si](OS(C(F)(F)F)(=O)=O)(C)(C)[CH3:28].[C:39]([O-:42])(O)=O.[Na+].Cl. The catalyst is C(Cl)Cl.CO. The product is [CH3:28][O:17][C@H:12]1[C@@:9]2([C@H:10]([OH:11])[C@:2]3([CH3:1])[C@@H:7]([CH:6]=[CH:5][CH2:4][C@H:3]3[CH3:18])[CH2:8]2)[C:20](=[CH2:21])[CH2:39][O:42]1. The yield is 0.640. (5) The reactants are [CH:1]([C@H:4]1[CH2:8][O:7][C:6](=[O:9])[NH:5]1)([CH3:3])[CH3:2].C([Li])CCC.[F:15][CH:16]([CH3:20])[C:17](Cl)=[O:18].[NH4+].[Cl-]. The catalyst is C1COCC1. The product is [F:15][CH:16]([CH3:20])[C:17]([N:5]1[C@@H:4]([CH:1]([CH3:3])[CH3:2])[CH2:8][O:7][C:6]1=[O:9])=[O:18]. The yield is 0.480. (6) The reactants are Br[CH2:2][C:3]([C:5]1[CH:10]=[CH:9][C:8]([O:11][CH3:12])=[C:7]([O:13][CH3:14])[CH:6]=1)=O.[C:15]([NH2:18])(=[S:17])[CH3:16]. The catalyst is C(O)C. The product is [CH3:14][O:13][C:7]1[CH:6]=[C:5]([C:3]2[N:18]=[C:15]([CH3:16])[S:17][CH:2]=2)[CH:10]=[CH:9][C:8]=1[O:11][CH3:12]. The yield is 1.00.